Dataset: Full USPTO retrosynthesis dataset with 1.9M reactions from patents (1976-2016). Task: Predict the reactants needed to synthesize the given product. (1) Given the product [NH2:1][C:4]1[CH:8]=[CH:7][N:6]([CH2:9][C:10]2[CH:17]=[CH:16][C:13]([C:14]#[N:15])=[CH:12][CH:11]=2)[N:5]=1, predict the reactants needed to synthesize it. The reactants are: [N+:1]([C:4]1[CH:8]=[CH:7][N:6]([CH2:9][C:10]2[CH:17]=[CH:16][C:13]([C:14]#[N:15])=[CH:12][CH:11]=2)[N:5]=1)([O-])=O. (2) Given the product [F:1][CH:2]([F:20])[C:3]1[CH:10]=[C:9]([O:11][CH2:12][C@H:13]2[CH2:17][O:16][C:15]([CH3:19])([CH3:18])[O:14]2)[CH:8]=[CH:7][C:4]=1[C:5]1[NH:31][C:30]2[CH:29]=[CH:28][CH:27]=[C:23]([C:24]([OH:26])=[O:25])[C:22]=2[N:21]=1, predict the reactants needed to synthesize it. The reactants are: [F:1][CH:2]([F:20])[C:3]1[CH:10]=[C:9]([O:11][CH2:12][C@H:13]2[CH2:17][O:16][C:15]([CH3:19])([CH3:18])[O:14]2)[CH:8]=[CH:7][C:4]=1[CH:5]=O.[NH2:21][C:22]1[C:30]([NH2:31])=[CH:29][CH:28]=[CH:27][C:23]=1[C:24]([OH:26])=[O:25].S(S([O-])=O)([O-])(=O)=O.[Na+].[Na+]. (3) Given the product [OH:1][C:2]1[C:10]2[C:5](=[CH:6][C:7]([C:11]([O:13][CH3:14])=[O:12])=[CH:8][CH:9]=2)[N:4]([C:16]([O:18][CH2:19][CH3:20])=[O:17])[N:3]=1, predict the reactants needed to synthesize it. The reactants are: [OH:1][C:2]1[C:10]2[C:5](=[CH:6][C:7]([C:11]([O:13][CH3:14])=[O:12])=[CH:8][CH:9]=2)[NH:4][N:3]=1.Cl[C:16]([O:18][CH2:19][CH3:20])=[O:17].O.